Dataset: Peptide-MHC class II binding affinity with 134,281 pairs from IEDB. Task: Regression. Given a peptide amino acid sequence and an MHC pseudo amino acid sequence, predict their binding affinity value. This is MHC class II binding data. The peptide sequence is VPRDLEVVAATPTSL. The MHC is DRB4_0101 with pseudo-sequence DRB4_0103. The binding affinity (normalized) is 0.246.